From a dataset of Full USPTO retrosynthesis dataset with 1.9M reactions from patents (1976-2016). Predict the reactants needed to synthesize the given product. Given the product [CH3:42][Sn:43]([CH3:45])([CH3:44])[C:17]1[S:16][C:15]2=[C:19]([CH2:25][CH2:26][CH2:27][CH2:28][CH2:29][CH2:30][CH2:31][CH2:32][CH2:33][CH2:34][CH2:35][CH3:36])[C:20]3[CH:24]=[C:23]([Sn:43]([CH3:45])([CH3:44])[CH3:42])[S:22][C:21]=3[C:13]([CH2:1][CH2:2][CH2:3][CH2:4][CH2:5][CH2:6][CH2:7][CH2:8][CH2:9][CH2:10][CH2:11][CH3:12])=[C:14]2[CH:18]=1, predict the reactants needed to synthesize it. The reactants are: [CH2:1]([C:13]1[C:21]2[S:22][CH:23]=[CH:24][C:20]=2[C:19]([CH2:25][CH2:26][CH2:27][CH2:28][CH2:29][CH2:30][CH2:31][CH2:32][CH2:33][CH2:34][CH2:35][CH3:36])=[C:15]2[S:16][CH:17]=[CH:18][C:14]=12)[CH2:2][CH2:3][CH2:4][CH2:5][CH2:6][CH2:7][CH2:8][CH2:9][CH2:10][CH2:11][CH3:12].C([Li])CCC.[CH3:42][Sn:43](Cl)([CH3:45])[CH3:44].